Dataset: Catalyst prediction with 721,799 reactions and 888 catalyst types from USPTO. Task: Predict which catalyst facilitates the given reaction. The catalyst class is: 27. Reactant: [Br:1][C:2]1[CH:22]=[CH:21][C:5]2[CH:6]=[C:7]([C:9]([C:11]3[O:12][C:13]4[CH:19]=[C:18]([Br:20])[CH:17]=[CH:16][C:14]=4[CH:15]=3)=O)[O:8][C:4]=2[CH:3]=1. Product: [Br:20][C:18]1[CH:17]=[CH:16][C:14]2[CH:15]=[C:11]([CH2:9][C:7]3[O:8][C:4]4[CH:3]=[C:2]([Br:1])[CH:22]=[CH:21][C:5]=4[CH:6]=3)[O:12][C:13]=2[CH:19]=1.